Dataset: TCR-epitope binding with 47,182 pairs between 192 epitopes and 23,139 TCRs. Task: Binary Classification. Given a T-cell receptor sequence (or CDR3 region) and an epitope sequence, predict whether binding occurs between them. (1) The epitope is ILHCANFNV. The TCR CDR3 sequence is CASSQVGLGRGSQYF. Result: 0 (the TCR does not bind to the epitope). (2) The epitope is ILHCANFNV. The TCR CDR3 sequence is CSVEEDGELFF. Result: 1 (the TCR binds to the epitope). (3) The epitope is KLWAQCVQL. The TCR CDR3 sequence is CASSANTGELFF. Result: 0 (the TCR does not bind to the epitope). (4) The epitope is TTLPVNVAF. The TCR CDR3 sequence is CASSSGLAGGNEQFF. Result: 0 (the TCR does not bind to the epitope). (5) The epitope is FLLNKEMYL. The TCR CDR3 sequence is CASSDRDSEKLFF. Result: 1 (the TCR binds to the epitope).